From a dataset of Retrosynthesis with 50K atom-mapped reactions and 10 reaction types from USPTO. Predict the reactants needed to synthesize the given product. The reactants are: CC(C)(C)OC(=O)N1CCC(n2c(=O)[nH]c3cc(C(=O)O)c(F)cc32)CC1.CN. Given the product CNC(=O)c1cc2[nH]c(=O)n(C3CCN(C(=O)OC(C)(C)C)CC3)c2cc1F, predict the reactants needed to synthesize it.